Predict the reactants needed to synthesize the given product. From a dataset of Full USPTO retrosynthesis dataset with 1.9M reactions from patents (1976-2016). The reactants are: [CH3:1][O:2][C:3]1[CH:8]=[CH:7][C:6]([CH:9]=[C:10]([CH3:16])[C:11]([O:13][CH2:14][CH3:15])=[O:12])=[CH:5][CH:4]=1. Given the product [CH3:1][O:2][C:3]1[CH:4]=[CH:5][C:6]([CH2:9][CH:10]([CH3:16])[C:11]([O:13][CH2:14][CH3:15])=[O:12])=[CH:7][CH:8]=1, predict the reactants needed to synthesize it.